This data is from Forward reaction prediction with 1.9M reactions from USPTO patents (1976-2016). The task is: Predict the product of the given reaction. Given the reactants [NH2:1][CH2:2][CH2:3][C:4]1[CH:35]=[CH:34][C:7]([O:8][CH2:9][CH2:10][C:11]2[CH:16]=[CH:15][C:14]([OH:17])=[C:13]([C@@H:18]([C:28]3[CH:33]=[CH:32][CH:31]=[CH:30][CH:29]=3)[CH2:19][CH2:20][N:21]([CH:25]([CH3:27])[CH3:26])[CH:22]([CH3:24])[CH3:23])[CH:12]=2)=[CH:6][CH:5]=1.[OH:36][C:37]1[CH:38]=[C:39]([CH:42]=[CH:43][CH:44]=1)[CH:40]=O.S([O-])([O-])(=O)=O.[Mg+2].[BH4-].[Na+], predict the reaction product. The product is: [CH:22]([N:21]([CH:25]([CH3:26])[CH3:27])[CH2:20][CH2:19][C@@H:18]([C:13]1[CH:12]=[C:11]([CH2:10][CH2:9][O:8][C:7]2[CH:6]=[CH:5][C:4]([CH2:3][CH2:2][NH:1][CH2:40][C:39]3[CH:42]=[CH:43][CH:44]=[C:37]([OH:36])[CH:38]=3)=[CH:35][CH:34]=2)[CH:16]=[CH:15][C:14]=1[OH:17])[C:28]1[CH:29]=[CH:30][CH:31]=[CH:32][CH:33]=1)([CH3:24])[CH3:23].